Dataset: Forward reaction prediction with 1.9M reactions from USPTO patents (1976-2016). Task: Predict the product of the given reaction. Given the reactants [C:1]1([S:7]([N:10]2[C:14]3=[N:15][CH:16]=[CH:17][CH:18]=[C:13]3[C:12]([CH:19]=[O:20])=[CH:11]2)(=[O:9])=[O:8])[CH:6]=[CH:5][CH:4]=[CH:3][CH:2]=1.[CH:21]1([Mg]Cl)[CH2:23][CH2:22]1, predict the reaction product. The product is: [CH:21]1([CH:19]([C:12]2[C:13]3[C:14](=[N:15][CH:16]=[CH:17][CH:18]=3)[N:10]([S:7]([C:1]3[CH:2]=[CH:3][CH:4]=[CH:5][CH:6]=3)(=[O:8])=[O:9])[CH:11]=2)[OH:20])[CH2:23][CH2:22]1.